This data is from Forward reaction prediction with 1.9M reactions from USPTO patents (1976-2016). The task is: Predict the product of the given reaction. Given the reactants N1C=CC=C(CO)C=1.O[N:10]1[C:14](=[O:15])[C:13]2=[CH:16][CH:17]=[CH:18][CH:19]=[C:12]2[C:11]1=[O:20], predict the reaction product. The product is: [C:14]1(=[O:15])[NH:10][C:11](=[O:20])[C:12]2=[CH:19][CH:18]=[CH:17][CH:16]=[C:13]12.